From a dataset of Forward reaction prediction with 1.9M reactions from USPTO patents (1976-2016). Predict the product of the given reaction. (1) Given the reactants Cl[C:2]1[N:7]=[C:6]([NH:8][CH:9]2[CH2:13][O:12][CH:11]3[CH:14]([O:17][CH3:18])[CH2:15][O:16][CH:10]23)[C:5]([Cl:19])=[CH:4][N:3]=1.CCN(C(C)C)C(C)C.Cl.[CH3:30][N:31]1[CH:35]=[C:34]([NH2:36])[CH:33]=[N:32]1, predict the reaction product. The product is: [Cl:19][C:5]1[C:6]([NH:8][CH:9]2[CH2:13][O:12][CH:11]3[CH:14]([O:17][CH3:18])[CH2:15][O:16][CH:10]23)=[N:7][C:2]([NH:36][C:34]2[CH:33]=[N:32][N:31]([CH3:30])[CH:35]=2)=[N:3][CH:4]=1. (2) Given the reactants [N:1]1([C:6]2[N:11]=[CH:10][C:9]([C:12]([OH:14])=O)=[CH:8][CH:7]=2)[CH:5]=[CH:4][N:3]=[CH:2]1.[CH2:15]1[C:23]2[C:18](=[CH:19][CH:20]=[CH:21][CH:22]=2)[CH2:17][CH:16]1[NH:24][C:25]1[N:26]=[CH:27][C:28]2[CH2:34][NH:33][CH2:32][CH2:31][C:29]=2[N:30]=1.Cl.CN(C)CCCN=C=NCC.N1C=CC(N)=CC=1, predict the reaction product. The product is: [N:1]1([C:6]2[N:11]=[CH:10][C:9]([C:12]([N:33]3[CH2:32][CH2:31][C:29]4[N:30]=[C:25]([NH:24][CH:16]5[CH2:15][C:23]6[C:18](=[CH:19][CH:20]=[CH:21][CH:22]=6)[CH2:17]5)[N:26]=[CH:27][C:28]=4[CH2:34]3)=[O:14])=[CH:8][CH:7]=2)[CH:5]=[CH:4][N:3]=[CH:2]1. (3) Given the reactants [H-].[Na+].[Si:3]([O:10][CH2:11][CH:12]1[CH2:17][CH2:16][C:15]([CH:19]=[CH2:20])([OH:18])[CH2:14][CH2:13]1)([C:6]([CH3:9])([CH3:8])[CH3:7])([CH3:5])[CH3:4].[CH3:21]I, predict the reaction product. The product is: [C:6]([Si:3]([O:10][CH2:11][CH:12]1[CH2:17][CH2:16][C:15]([O:18][CH3:21])([CH:19]=[CH2:20])[CH2:14][CH2:13]1)([CH3:4])[CH3:5])([CH3:9])([CH3:8])[CH3:7]. (4) Given the reactants [I:1][C:2]1[CH:3]=[C:4]([N+:11]([O-:13])=[O:12])[CH:5]=[C:6]2[C:10]=1[NH:9][CH2:8][CH2:7]2.ClC1C(=O)C(C#N)=C(C#N)C(=O)C=1Cl, predict the reaction product. The product is: [I:1][C:2]1[CH:3]=[C:4]([N+:11]([O-:13])=[O:12])[CH:5]=[C:6]2[C:10]=1[NH:9][CH:8]=[CH:7]2. (5) Given the reactants [N:1]1([CH2:15][C:16]2[N:17]=[C:18]3[CH:23]=[CH:22][CH:21]=[C:20]([N:24]4[CH2:29][CH2:28][CH:27]([NH:30]C(=O)OC(C)(C)C)[CH2:26][CH2:25]4)[N:19]3[CH:38]=2)[C@H:14]2[C@H:5]([CH2:6][CH2:7][C:8]3[C:13]2=[N:12][CH:11]=[CH:10][CH:9]=3)[CH2:4][CH2:3][CH2:2]1.FC(F)(F)C(O)=O, predict the reaction product. The product is: [N:1]1([CH2:15][C:16]2[N:17]=[C:18]3[CH:23]=[CH:22][CH:21]=[C:20]([N:24]4[CH2:25][CH2:26][CH:27]([NH2:30])[CH2:28][CH2:29]4)[N:19]3[CH:38]=2)[C@H:14]2[C@H:5]([CH2:6][CH2:7][C:8]3[C:13]2=[N:12][CH:11]=[CH:10][CH:9]=3)[CH2:4][CH2:3][CH2:2]1. (6) Given the reactants [P:1]([Cl:15])(Cl)([O:3][C:4]1[C:13]2[C:8](=[CH:9][CH:10]=[CH:11][CH:12]=2)[CH:7]=[CH:6][CH:5]=1)=[O:2].[Cl-].[CH2:17]([O:21][C:22](=[O:26])[C@@H:23]([NH3+:25])[CH3:24])[CH2:18][CH2:19][CH3:20].CCN(CC)CC, predict the reaction product. The product is: [Cl:15][P:1]([NH:25][C@H:23]([C:22]([O:21][CH2:17][CH2:18][CH2:19][CH3:20])=[O:26])[CH3:24])([O:3][C:4]1[C:13]2[C:8](=[CH:9][CH:10]=[CH:11][CH:12]=2)[CH:7]=[CH:6][CH:5]=1)=[O:2]. (7) Given the reactants Br[C:2]1[CH:7]=[CH:6][C:5]([S:8]([NH2:11])(=[O:10])=[O:9])=[C:4]([Cl:12])[CH:3]=1.[CH2:13]([O:15]C=C[Sn](CCCC)(CCCC)CCCC)[CH3:14].Cl.C([O-])(O)=O.[Na+], predict the reaction product. The product is: [C:13]([C:2]1[CH:7]=[CH:6][C:5]([S:8]([NH2:11])(=[O:10])=[O:9])=[C:4]([Cl:12])[CH:3]=1)(=[O:15])[CH3:14]. (8) Given the reactants [OH:1][CH2:2][CH:3]1[CH2:16][O:15][C:14]2[C:5](=[CH:6][C:7]3[C:8]([C:21]([F:24])([F:23])[F:22])=[CH:9][C:10]([O:17][CH:18]([CH3:20])[CH3:19])=[N:11][C:12]=3[CH:13]=2)[N:4]1[CH2:25][C:26]([F:29])([F:28])[F:27].[H-].[Na+].I[CH3:33], predict the reaction product. The product is: [CH:18]([O:17][C:10]1[CH:9]=[C:8]([C:21]([F:22])([F:23])[F:24])[C:7]2[CH:6]=[C:5]3[N:4]([CH2:25][C:26]([F:28])([F:29])[F:27])[CH:3]([CH2:2][O:1][CH3:33])[CH2:16][O:15][C:14]3=[CH:13][C:12]=2[N:11]=1)([CH3:20])[CH3:19]. (9) Given the reactants [Cl:1][C:2]1[CH:7]=[C:6]([CH:8]=O)[CH:5]=[CH:4][N:3]=1.[NH:10]1[CH2:14][CH2:13][CH2:12][CH2:11]1.C(O)(=O)C.[BH-](OC(C)=O)(OC(C)=O)OC(C)=O.[Na+], predict the reaction product. The product is: [Cl:1][C:2]1[CH:7]=[C:6]([CH2:8][N:10]2[CH2:14][CH2:13][CH2:12][CH2:11]2)[CH:5]=[CH:4][N:3]=1.